This data is from Catalyst prediction with 721,799 reactions and 888 catalyst types from USPTO. The task is: Predict which catalyst facilitates the given reaction. (1) Reactant: C([N:8]1[CH2:13][CH2:12][C@@H:11]([CH3:14])[C@@H:10]([N:15]([CH3:26])[C:16]2[C:17]3[CH:25]=[CH:24][NH:23][C:18]=3[N:19]=[C:20](N)[N:21]=2)[CH2:9]1)C1C=CC=CC=1.[F:27][C:28]([F:33])([F:32])[C:29]([OH:31])=[O:30]. Product: [F:27][C:28]([F:33])([F:32])[C:29]([OH:31])=[O:30].[F:27][C:28]([F:33])([F:32])[C:29]([OH:31])=[O:30].[CH3:26][N:15]([C@@H:10]1[C@H:11]([CH3:14])[CH2:12][CH2:13][NH:8][CH2:9]1)[C:16]1[C:17]2[CH:25]=[CH:24][NH:23][C:18]=2[N:19]=[CH:20][N:21]=1. The catalyst class is: 293. (2) Reactant: [F-].C([N+](CCCC)(CCCC)CCCC)CCC.[CH3:19][O:20][C:21](=[O:60])[CH2:22][C:23]1[CH:28]=[CH:27][C:26]([C:29]2[CH:34]=[CH:33][C:32]([C:35]([CH2:57][CH3:58])([C:38]3[CH:43]=[CH:42][C:41]([C:44]#[C:45][C:46]4([O:51][Si](C)(C)C)[CH2:50][CH2:49][CH2:48][CH2:47]4)=[C:40]([CH3:56])[CH:39]=3)[CH2:36][CH3:37])=[CH:31][C:30]=2[CH3:59])=[CH:25][N:24]=1. Product: [CH3:19][O:20][C:21](=[O:60])[CH2:22][C:23]1[CH:28]=[CH:27][C:26]([C:29]2[CH:34]=[CH:33][C:32]([C:35]([CH2:36][CH3:37])([C:38]3[CH:43]=[CH:42][C:41]([C:44]#[C:45][C:46]4([OH:51])[CH2:50][CH2:49][CH2:48][CH2:47]4)=[C:40]([CH3:56])[CH:39]=3)[CH2:57][CH3:58])=[CH:31][C:30]=2[CH3:59])=[CH:25][N:24]=1. The catalyst class is: 7.